From a dataset of Catalyst prediction with 721,799 reactions and 888 catalyst types from USPTO. Predict which catalyst facilitates the given reaction. (1) Reactant: [Br:1][C:2]1[C:3]([CH:11]=O)=[CH:4][C:5]2[O:9][CH2:8][O:7][C:6]=2[CH:10]=1.CC(O)C.[NH2:17][C:18]1[CH:27]=[CH:26][C:21]2[NH:22][C:23](=[O:25])[NH:24][C:20]=2[CH:19]=1. Product: [Br:1][C:2]1[C:3](/[CH:11]=[N:17]/[C:18]2[CH:27]=[CH:26][C:21]3[NH:22][C:23](=[O:25])[NH:24][C:20]=3[CH:19]=2)=[CH:4][C:5]2[O:9][CH2:8][O:7][C:6]=2[CH:10]=1. The catalyst class is: 15. (2) Reactant: [CH3:13][CH:12]([O:11]C(/N=N/C([O:11][CH:12]([CH3:14])[CH3:13])=O)=O)[CH3:14].[I:15][C:16]1[CH:21]=[CH:20][CH:19]=[CH:18][C:17]=1[OH:22].C1C=CC(P(C2C=CC=CC=2)C2C=CC=CC=2)=CC=1. Product: [I:15][C:16]1[CH:21]=[CH:20][CH:19]=[CH:18][C:17]=1[O:22][CH2:13][CH:12]1[CH2:14][O:11]1. The catalyst class is: 20. (3) Reactant: C(OC([N:11]1[CH2:15][CH2:14][CH:13]([CH:16]([NH:20][C:21]([O:23][C:24]([CH3:27])([CH3:26])[CH3:25])=[O:22])[CH2:17][C:18]#[N:19])[CH2:12]1)=O)C1C=CC=CC=1.C([O-])=O.[NH4+]. Product: [C:24]([O:23][C:21](=[O:22])[NH:20][CH:16]([CH:13]1[CH2:14][CH2:15][NH:11][CH2:12]1)[CH2:17][C:18]#[N:19])([CH3:27])([CH3:25])[CH3:26]. The catalyst class is: 19. (4) Product: [C:18]([C:16]1[CH:17]=[C:12]([C@@H:8]([NH:7][C:6](=[O:22])[O:5][C:1]([CH3:4])([CH3:3])[CH3:2])[CH2:9][CH:10]=[CH2:11])[CH:13]=[C:14]([C:29]2[N:25]([CH:24]([F:23])[F:33])[N:26]=[CH:27][C:28]=2[N+:30]([O-:32])=[O:31])[CH:15]=1)(=[O:20])[NH2:19]. Reactant: [C:1]([O:5][C:6](=[O:22])[NH:7][C@H:8]([C:12]1[CH:17]=[C:16]([C:18](=[O:20])[NH2:19])[CH:15]=[C:14](Br)[CH:13]=1)[CH2:9][CH:10]=[CH2:11])([CH3:4])([CH3:3])[CH3:2].[F:23][CH:24]([F:33])[N:25]1[CH:29]=[C:28]([N+:30]([O-:32])=[O:31])[CH:27]=[N:26]1.C12(P(C34CC5CC(CC(C5)C3)C4)CCCC)CC3CC(CC(C3)C1)C2.C([O-])([O-])=O.[K+].[K+].C(O)(=O)C(C)(C)C. The catalyst class is: 231. (5) Reactant: [C:1]([C:3]1[CH:4]=[C:5]([OH:9])[CH:6]=[CH:7][CH:8]=1)#[CH:2].Br[CH2:11][CH2:12][O:13][CH2:14][CH3:15].C([O-])([O-])=O.[Cs+].[Cs+]. Product: [CH2:12]([O:13][CH2:14][CH2:15][O:9][C:5]1[CH:6]=[CH:7][CH:8]=[C:3]([C:1]#[CH:2])[CH:4]=1)[CH3:11]. The catalyst class is: 303. (6) Reactant: [Cl:1][C:2]1[CH:10]=[C:9]2[C:5]([C:6]([CH2:11][O:12][CH3:13])=[CH:7][NH:8]2)=[CH:4][CH:3]=1.[H-].[Na+].[CH3:16][O:17][C:18]1[CH:23]=[CH:22][C:21]([S:24](Cl)(=[O:26])=[O:25])=[CH:20][C:19]=1[N:28]1[CH2:33][CH2:32][N:31]([C:34](=[O:39])[C:35]([F:38])([F:37])[F:36])[CH2:30][CH2:29]1. Product: [Cl:1][C:2]1[CH:10]=[C:9]2[C:5]([C:6]([CH2:11][O:12][CH3:13])=[CH:7][N:8]2[S:24]([C:21]2[CH:22]=[CH:23][C:18]([O:17][CH3:16])=[C:19]([N:28]3[CH2:29][CH2:30][N:31]([C:34](=[O:39])[C:35]([F:38])([F:36])[F:37])[CH2:32][CH2:33]3)[CH:20]=2)(=[O:25])=[O:26])=[CH:4][CH:3]=1. The catalyst class is: 1. (7) Product: [NH2:35][C:21]1[CH:20]=[C:19]([CH2:18][N:11]([C:9]([O:8][CH2:1][C:2]2[CH:7]=[CH:6][CH:5]=[CH:4][CH:3]=2)=[O:10])[C@H:12]([C:14]([CH3:17])([CH3:16])[CH3:15])[CH3:13])[CH:24]=[CH:23][C:22]=1[NH:25][CH2:26][O:27][C:28]([N:30]1[CH2:31][CH2:32][CH2:33][CH2:34]1)=[O:29]. Reactant: [CH2:1]([O:8][C:9]([N:11]([CH2:18][C:19]1[CH:24]=[CH:23][C:22]([NH:25][CH2:26][O:27][C:28]([N:30]2[CH2:34][CH2:33][CH2:32][CH2:31]2)=[O:29])=[C:21]([N+:35]([O-])=O)[CH:20]=1)[C@H:12]([C:14]([CH3:17])([CH3:16])[CH3:15])[CH3:13])=[O:10])[C:2]1[CH:7]=[CH:6][CH:5]=[CH:4][CH:3]=1.[NH4+].[Cl-].O. The catalyst class is: 284.